Dataset: Reaction yield outcomes from USPTO patents with 853,638 reactions. Task: Predict the reaction yield, written as a fraction of the theoretical maximum amount of product (1.0 means a 100% yield; for example, 0.34 means a 34% yield). (1) No catalyst specified. The yield is 1.00. The product is [ClH:21].[CH2:1]([N:8]1[CH2:17][CH2:16][C:15]2[N:14]=[C:13]([C:18]([O:20][CH3:22])=[O:19])[CH:12]=[CH:11][C:10]=2[CH2:9]1)[C:2]1[CH:3]=[CH:4][CH:5]=[CH:6][CH:7]=1. The reactants are [CH2:1]([N:8]1[CH2:17][CH2:16][C:15]2[N:14]=[C:13]([C:18]([OH:20])=[O:19])[CH:12]=[CH:11][C:10]=2[CH2:9]1)[C:2]1[CH:7]=[CH:6][CH:5]=[CH:4][CH:3]=1.[ClH:21].[CH3:22]O. (2) The reactants are [Br:1][C:2]1[CH:3]=[C:4]([CH:8]=[C:9]([N+:11]([O-:13])=[O:12])[CH:10]=1)[C:5](O)=[O:6].C(Cl)(=O)C(Cl)=O.[CH3:20][NH2:21].Cl. The catalyst is ClCCl.CN(C)C=O.O1CCCC1.C(OCC)(=O)C.O. The product is [CH3:20][NH:21][C:5](=[O:6])[C:4]1[CH:8]=[C:9]([N+:11]([O-:13])=[O:12])[CH:10]=[C:2]([Br:1])[CH:3]=1. The yield is 0.940. (3) The catalyst is CCO.CO. The reactants are Cl.NO.C([N:7](CC)C(C)C)(C)C.[Br:13][C:14]1[CH:15]=[CH:16][C:17]([NH:20][C:21]([NH:23]C(OCC)=O)=S)=[N:18][CH:19]=1. The product is [Br:13][C:14]1[CH:15]=[CH:16][C:17]2[N:18]([N:7]=[C:21]([NH2:23])[N:20]=2)[CH:19]=1. The yield is 0.690.